From a dataset of Reaction yield outcomes from USPTO patents with 853,638 reactions. Predict the reaction yield, written as a fraction of the theoretical maximum amount of product (1.0 means a 100% yield; for example, 0.34 means a 34% yield). The reactants are F[C:2]1[CH:7]=[CH:6][C:5]([CH3:8])=[CH:4][C:3]=1[N+:9]([O-:11])=[O:10].[C:12]([NH:19][CH:20]1[CH2:25][CH2:24][CH2:23][NH:22][CH2:21]1)([O:14][C:15]([CH3:18])([CH3:17])[CH3:16])=[O:13]. No catalyst specified. The product is [CH3:8][C:5]1[CH:6]=[CH:7][C:2]([N:22]2[CH2:23][CH2:24][CH2:25][CH:20]([NH:19][C:12](=[O:13])[O:14][C:15]([CH3:17])([CH3:16])[CH3:18])[CH2:21]2)=[C:3]([N+:9]([O-:11])=[O:10])[CH:4]=1. The yield is 0.870.